Dataset: Reaction yield outcomes from USPTO patents with 853,638 reactions. Task: Predict the reaction yield, written as a fraction of the theoretical maximum amount of product (1.0 means a 100% yield; for example, 0.34 means a 34% yield). (1) The yield is 0.660. The reactants are [CH2:1]([N:3]1[C:11]2[C:6](=[CH:7][CH:8]=[C:9]([O:12][CH3:13])[CH:10]=2)[C:5]([C:14](=[O:16])[CH3:15])=[CH:4]1)[CH3:2].[CH2:17]([N:19]1C2C(=CC=C(OC)C=2)C=C1)C.COC(OC)N(C)C.N1CCCC1.Cl.ON. The catalyst is O. The product is [CH2:1]([N:3]1[C:11]2[C:6](=[CH:7][CH:8]=[C:9]([O:12][CH3:13])[CH:10]=2)[C:5]([C:14]2[O:16][N:19]=[CH:17][CH:15]=2)=[CH:4]1)[CH3:2]. (2) The reactants are C(N(CC)CC)C.[NH2:8][C:9]1[CH:16]=[CH:15][C:12]([C:13]#[N:14])=[C:11]([C:17]([F:20])([F:19])[F:18])[CH:10]=1.[Cl:21][C:22](Cl)([O:24]C(=O)OC(Cl)(Cl)Cl)Cl.[CH3:33][O:34][C:35]1[CH:36]=[C:37]([C@@:43]23[CH2:51][CH2:50][C@@H:49]([NH2:52])[CH2:48][C@@H:47]2[N:46]([CH3:53])[CH2:45][CH2:44]3)[CH:38]=[CH:39][C:40]=1[O:41][CH3:42].Cl. The catalyst is C(Cl)Cl.CCOCC. The product is [ClH:21].[C:13]([C:12]1[CH:15]=[CH:16][C:9]([NH:8][C:22]([NH:52][C@H:49]2[CH2:48][C@H:47]3[C@:43]([C:37]4[CH:38]=[CH:39][C:40]([O:41][CH3:42])=[C:35]([O:34][CH3:33])[CH:36]=4)([CH2:44][CH2:45][N:46]3[CH3:53])[CH2:51][CH2:50]2)=[O:24])=[CH:10][C:11]=1[C:17]([F:18])([F:19])[F:20])#[N:14]. The yield is 0.370. (3) The reactants are CCN(C(C)C)C(C)C.OC(C(F)(F)F)=O.[O:17]=[C:18]([N:35]1[CH2:40][CH2:39][NH:38][CH2:37][CH2:36]1)[CH2:19][NH:20][C:21]([C:23]1[CH:28]=[CH:27][C:26]([C:29]2[CH:34]=[CH:33][CH:32]=[CH:31][CH:30]=2)=[CH:25][CH:24]=1)=[O:22].C1C=CC2N(O)N=NC=2C=1.CCN=C=NCCCN(C)C.Cl.[Cl:63][C:64]1[CH:72]=[CH:71][C:70]([Cl:73])=[CH:69][C:65]=1[C:66](O)=[O:67]. The catalyst is CN(C=O)C.O. The product is [Cl:63][C:64]1[CH:72]=[CH:71][C:70]([Cl:73])=[CH:69][C:65]=1[C:66]([N:38]1[CH2:39][CH2:40][N:35]([C:18](=[O:17])[CH2:19][NH:20][C:21]([C:23]2[CH:24]=[CH:25][C:26]([C:29]3[CH:34]=[CH:33][CH:32]=[CH:31][CH:30]=3)=[CH:27][CH:28]=2)=[O:22])[CH2:36][CH2:37]1)=[O:67]. The yield is 0.265. (4) The reactants are Cl[C:2]1[C:11]2[N:12]=[CH:13][N:14]([CH2:15][CH:16]([CH3:18])[CH3:17])[C:10]=2[C:9]2[CH:8]=[CH:7][CH:6]=[CH:5][C:4]=2[N:3]=1.C([NH2:21])=O.N.[OH-].[Na+]. The catalyst is CO. The product is [CH3:17][CH:16]([CH2:15][N:14]1[C:10]2[C:9]3[CH:8]=[CH:7][CH:6]=[CH:5][C:4]=3[N:3]=[C:2]([NH2:21])[C:11]=2[N:12]=[CH:13]1)[CH3:18]. The yield is 0.779. (5) The reactants are [CH:1]1([CH2:6][C@H:7]([C:22]2[CH:27]=[CH:26][C:25]([S:28][CH:29]([CH3:31])[CH3:30])=[CH:24][CH:23]=2)[C:8](N([C@H](C)[C@H](O)C2C=CC=CC=2)C)=[O:9])[CH2:5][CH2:4][CH2:3][CH2:2]1.S(=O)(=O)(O)[OH:33]. The catalyst is O1CCOCC1.O. The product is [CH:1]1([CH2:6][C@H:7]([C:22]2[CH:27]=[CH:26][C:25]([S:28][CH:29]([CH3:31])[CH3:30])=[CH:24][CH:23]=2)[C:8]([OH:9])=[O:33])[CH2:2][CH2:3][CH2:4][CH2:5]1. The yield is 0.870. (6) The reactants are [NH:1]1[CH2:5][CH2:4][CH2:3][C@H:2]1[C:6]1[NH:10][C:9]2[CH:11]=[C:12]([C:15]3[CH:24]=[CH:23][C:22]4[C:17](=[CH:18][CH:19]=[C:20]([C:25]5[CH:26]=[CH:27][C:28]6[N:32]=[C:31]([C@@H:33]7[CH2:37][CH2:36][CH2:35][NH:34]7)[NH:30][C:29]=6[CH:38]=5)[CH:21]=4)[CH:16]=3)[CH:13]=[CH:14][C:8]=2[N:7]=1.C(N(CC)CC)C.[C:46](O[C:46]([O:48][C:49]([CH3:52])([CH3:51])[CH3:50])=[O:47])([O:48][C:49]([CH3:52])([CH3:51])[CH3:50])=[O:47]. The catalyst is CN(C1C=CN=CC=1)C.CN(C=O)C. The product is [NH:34]1[CH2:35][CH2:36][CH2:37][C@H:33]1[C:31]1[NH:32][C:28]2[CH:27]=[CH:26][C:25]([C:20]3[CH:21]=[C:22]4[C:17](=[CH:18][CH:19]=3)[CH:16]=[C:15]([C:12]3[CH:13]=[CH:14][C:8]5[NH:7][C:6]([C@@H:2]6[CH2:3][CH2:4][CH2:5][N:1]6[C:46]([O:48][C:49]([CH3:52])([CH3:51])[CH3:50])=[O:47])=[N:10][C:9]=5[CH:11]=3)[CH:24]=[CH:23]4)=[CH:38][C:29]=2[N:30]=1. The yield is 0.471. (7) The reactants are [C:1]1([S:7]([N:10]2[C:14]3[CH:15]=[N:16][C:17]([C:20]#[N:21])=[C:18]([OH:19])[C:13]=3[C:12]3[CH:22]=[C:23]([Br:26])[CH:24]=[N:25][C:11]2=3)(=[O:9])=[O:8])[CH:6]=[CH:5][CH:4]=[CH:3][CH:2]=1.[C:27]([O:31][C:32]([N:34]1[CH2:38][CH2:37][CH:36](O)[CH2:35]1)=[O:33])([CH3:30])([CH3:29])[CH3:28].C1(P(C2C=CC=CC=2)C2C=CC=CC=2)C=CC=CC=1.N(C(OCC)=O)=NC(OCC)=O. The catalyst is CN(C=O)C.C(OCC)(=O)C. The product is [C:27]([O:31][C:32]([N:34]1[CH2:38][CH2:37][CH:36]([O:19][C:18]2[C:13]3[C:12]4[CH:22]=[C:23]([Br:26])[CH:24]=[N:25][C:11]=4[N:10]([S:7]([C:1]4[CH:2]=[CH:3][CH:4]=[CH:5][CH:6]=4)(=[O:8])=[O:9])[C:14]=3[CH:15]=[N:16][C:17]=2[C:20]#[N:21])[CH2:35]1)=[O:33])([CH3:30])([CH3:28])[CH3:29]. The yield is 0.570. (8) The reactants are [OH:1][C:2]([CH3:41])([CH3:40])[CH2:3][O:4][C@H:5]1[CH2:10][CH2:9][C@H:8]([N:11]2[C:16](=[O:17])[C:15]([CH2:18][C:19]3[CH:24]=[CH:23][C:22]([C:25]4[C:26]([C:31]#[N:32])=[CH:27][CH:28]=[CH:29][CH:30]=4)=[CH:21][CH:20]=3)=[C:14]([CH2:33][CH2:34][CH3:35])[N:13]3[N:36]=[C:37]([CH3:39])[N:38]=[C:12]23)[CH2:7][CH2:6]1.[C:42](OC(=O)C)(=[O:44])[CH3:43].N1C=CC=CC=1. The catalyst is C(OCC)(=O)C. The product is [C:42]([O:1][C:2]([CH3:40])([CH3:41])[CH2:3][O:4][C@H:5]1[CH2:10][CH2:9][C@H:8]([N:11]2[C:16](=[O:17])[C:15]([CH2:18][C:19]3[CH:24]=[CH:23][C:22]([C:25]4[CH:30]=[CH:29][CH:28]=[CH:27][C:26]=4[C:31]#[N:32])=[CH:21][CH:20]=3)=[C:14]([CH2:33][CH2:34][CH3:35])[N:13]3[N:36]=[C:37]([CH3:39])[N:38]=[C:12]23)[CH2:7][CH2:6]1)(=[O:44])[CH3:43]. The yield is 0.470. (9) The reactants are C([O:5][C:6]([N:8]1[C:17]2[C:12](=[CH:13][C:14]([F:18])=[CH:15][CH:16]=2)[CH2:11][CH2:10][CH2:9]1)=O)(C)(C)C.C(O)=O.C(OC(=O)C)(=O)C. The catalyst is C(O)(C(F)(F)F)=O.C(Cl)Cl. The product is [F:18][C:14]1[CH:13]=[C:12]2[C:17](=[CH:16][CH:15]=1)[N:8]([CH:6]=[O:5])[CH2:9][CH2:10][CH2:11]2. The yield is 0.700. (10) The reactants are C[O:2][C:3]1[CH:8]=[CH:7][C:6]([CH2:9][CH2:10][CH2:11][C:12]2[N:13]([CH2:26][CH2:27][CH3:28])[C:14](=[O:25])[N:15]([CH2:17][C:18]3[CH:23]=[CH:22][C:21]([CH3:24])=[CH:20][CH:19]=3)[N:16]=2)=[CH:5][CH:4]=1.Cl.N1C=CC=CC=1. The catalyst is C(OCC)(=O)C.O. The product is [OH:2][C:3]1[CH:8]=[CH:7][C:6]([CH2:9][CH2:10][CH2:11][C:12]2[N:13]([CH2:26][CH2:27][CH3:28])[C:14](=[O:25])[N:15]([CH2:17][C:18]3[CH:19]=[CH:20][C:21]([CH3:24])=[CH:22][CH:23]=3)[N:16]=2)=[CH:5][CH:4]=1. The yield is 0.900.